From a dataset of Reaction yield outcomes from USPTO patents with 853,638 reactions. Predict the reaction yield, written as a fraction of the theoretical maximum amount of product (1.0 means a 100% yield; for example, 0.34 means a 34% yield). (1) The reactants are [CH3:1][O:2][C:3]1[CH:11]=[CH:10][CH:9]=[CH:8][C:4]=1[C:5]([OH:7])=[O:6].[S:12]([Cl:16])(=O)(=[O:14])[OH:13]. No catalyst specified. The product is [Cl:16][S:12]([C:9]1[CH:10]=[CH:11][C:3]([O:2][CH3:1])=[C:4]([CH:8]=1)[C:5]([OH:7])=[O:6])(=[O:14])=[O:13]. The yield is 0.580. (2) The reactants are [N:1]1([C:7]2[O:8][C:9]3[C:14]([C:15](=[O:17])[CH:16]=2)=[CH:13][CH:12]=[CH:11][C:10]=3B2OC(C)(C)C(C)(C)O2)[CH2:6][CH2:5][O:4][CH2:3][CH2:2]1.C1(C)C=CC=CC=1.Br[C:35]1[S:36][C:37]([Br:40])=[CH:38][N:39]=1.C(=O)([O-])[O-].[K+].[K+]. The catalyst is C(O)C. The product is [Br:40][C:37]1[S:36][C:35]([C:10]2[CH:11]=[CH:12][CH:13]=[C:14]3[C:9]=2[O:8][C:7]([N:1]2[CH2:2][CH2:3][O:4][CH2:5][CH2:6]2)=[CH:16][C:15]3=[O:17])=[N:39][CH:38]=1. The yield is 0.430. (3) The reactants are [CH3:1][O:2][S:3]([CH2:6]P(OCC)(OCC)=O)(=[O:5])=[O:4].[Li][CH2:16][CH2:17][CH2:18][CH3:19].C(=O)CCC.O. The catalyst is C1COCC1.CCCCCC. The product is [CH3:1][O:2][S:3]([CH:6]=[CH:16][CH2:17][CH2:18][CH3:19])(=[O:4])=[O:5]. The yield is 1.00. (4) The reactants are [O:1]=[C:2]1[CH2:7][NH:6][CH2:5][CH2:4][N:3]1[C:8]1[CH:13]=[CH:12][C:11]([S:14]([NH:17][C:18]2[S:19][CH:20]=[CH:21][N:22]=2)(=[O:16])=[O:15])=[CH:10][CH:9]=1.[Cl:23][C:24]1[C:35]([Cl:36])=[CH:34][CH:33]=[CH:32][C:25]=1[O:26][C@@H:27]([CH3:31])[C:28](O)=[O:29].CN(C(ON1N=NC2C=CC=NC1=2)=[N+](C)C)C.F[P-](F)(F)(F)(F)F.C(=O)(O)[O-].[Na+]. The catalyst is CN(C=O)C. The product is [Cl:23][C:24]1[C:35]([Cl:36])=[CH:34][CH:33]=[CH:32][C:25]=1[O:26][C@@H:27]([CH3:31])[C:28]([N:6]1[CH2:5][CH2:4][N:3]([C:8]2[CH:9]=[CH:10][C:11]([S:14]([NH:17][C:18]3[S:19][CH:20]=[CH:21][N:22]=3)(=[O:16])=[O:15])=[CH:12][CH:13]=2)[C:2](=[O:1])[CH2:7]1)=[O:29]. The yield is 0.320. (5) The reactants are [Cl:1][C:2]1[C:7]([NH2:8])=[CH:6][CH:5]=[C:4]([Cl:9])[C:3]=1[CH3:10].[C:11]([C:17](OC)=[O:18])#[C:12][C:13]([O:15][CH3:16])=[O:14]. The catalyst is CO. The product is [CH3:16][O:15][C:13]([C:12]1[CH2:11][C:17](=[O:18])[C:6]2[C:7](=[C:2]([Cl:1])[C:3]([CH3:10])=[C:4]([Cl:9])[CH:5]=2)[N:8]=1)=[O:14]. The yield is 0.850. (6) The reactants are [N:1]([C:4]1[CH:11]=[CH:10][C:7]([C:8]#[N:9])=[CH:6][CH:5]=1)=[C:2]=[O:3].[NH2:12][C@@H:13]1[CH2:18][CH2:17][N:16]([C:19]([O:21][C:22]([CH3:25])([CH3:24])[CH3:23])=[O:20])[C@@H:15]([C:26]([O:28][CH3:29])=[O:27])[CH2:14]1.CCN(CC)CC.N. The catalyst is C1COCC1.CO. The product is [C:8]([C:7]1[CH:10]=[CH:11][C:4]([NH:1][C:2](=[O:3])[NH:12][C@@H:13]2[CH2:18][CH2:17][N:16]([C:19]([O:21][C:22]([CH3:23])([CH3:24])[CH3:25])=[O:20])[C@@H:15]([C:26]([O:28][CH3:29])=[O:27])[CH2:14]2)=[CH:5][CH:6]=1)#[N:9]. The yield is 0.900. (7) The reactants are [F:1][C:2]1[CH:10]=[C:9]2[C:5]([C:6]([C:11]3[CH:12]=[CH:13][C:14]([NH2:17])=[N:15][CH:16]=3)=[CH:7][NH:8]2)=[CH:4][CH:3]=1.[CH3:18][S:19]([N:22]1[CH2:27][CH2:26][CH:25]([C:28](O)=[O:29])[CH2:24][CH2:23]1)(=[O:21])=[O:20]. No catalyst specified. The product is [F:1][C:2]1[CH:10]=[C:9]2[C:5]([C:6]([C:11]3[CH:12]=[CH:13][C:14]([NH:17][C:28]([CH:25]4[CH2:26][CH2:27][N:22]([S:19]([CH3:18])(=[O:21])=[O:20])[CH2:23][CH2:24]4)=[O:29])=[N:15][CH:16]=3)=[CH:7][NH:8]2)=[CH:4][CH:3]=1. The yield is 0.250.